Task: Predict the reactants needed to synthesize the given product.. Dataset: Retrosynthesis with 50K atom-mapped reactions and 10 reaction types from USPTO (1) Given the product CCOC(=O)C[C@H]1O[C@H](c2ccc(OCC)cc2OC)c2cc(Cl)ccc2N(CC(C)(C)C)C1=O, predict the reactants needed to synthesize it. The reactants are: CCI.CCOC(=O)C[C@H]1O[C@H](c2ccc(O)cc2OC)c2cc(Cl)ccc2N(CC(C)(C)C)C1=O. (2) Given the product CCCCC/C=C\C/C=C\CCCCCCCCOCCO, predict the reactants needed to synthesize it. The reactants are: CCCCC/C=C\C/C=C\CCCCCCCCOS(C)(=O)=O.OCCO.